Dataset: Full USPTO retrosynthesis dataset with 1.9M reactions from patents (1976-2016). Task: Predict the reactants needed to synthesize the given product. Given the product [F:6][C:7]1[CH:28]=[C:27]([N+:29]([O-:31])=[O:30])[CH:26]=[CH:25][C:8]=1[O:9][C:10]1[CH:15]=[CH:14][N:13]=[C:12]2[CH:16]=[C:17]([C:19]3[CH2:20][CH2:21][N:22]([C:1](=[O:4])[CH:2]=[CH2:3])[CH2:23][CH:24]=3)[S:18][C:11]=12, predict the reactants needed to synthesize it. The reactants are: [C:1](Cl)(=[O:4])[CH:2]=[CH2:3].[F:6][C:7]1[CH:28]=[C:27]([N+:29]([O-:31])=[O:30])[CH:26]=[CH:25][C:8]=1[O:9][C:10]1[CH:15]=[CH:14][N:13]=[C:12]2[CH:16]=[C:17]([C:19]3[CH2:20][CH2:21][NH:22][CH2:23][CH:24]=3)[S:18][C:11]=12.C([O-])([O-])=O.[K+].[K+].